Dataset: Drug-target binding data from BindingDB using IC50 measurements. Task: Regression. Given a target protein amino acid sequence and a drug SMILES string, predict the binding affinity score between them. We predict pIC50 (pIC50 = -log10(IC50 in M); higher means more potent). Dataset: bindingdb_ic50. (1) The pIC50 is 6.0. The target protein (P21980) has sequence MAEELVLERCDLELETNGRDHHTADLCREKLVVRRGQPFWLTLHFEGRNYEASVDSLTFSVVTGPAPSQEAGTKARFPLRDAVEEGDWTATVVDQQDCTLSLQLTTPANAPIGLYRLSLEASTGYQGSSFVLGHFILLFNAWCPADAVYLDSEEERQEYVLTQQGFIYQGSAKFIKNIPWNFGQFEDGILDICLILLDVNPKFLKNAGRDCSRRSSPVYVGRVVSGMVNCNDDQGVLLGRWDNNYGDGVSPMSWIGSVDILRRWKNHGCQRVKYGQCWVFAAVACTVLRCLGIPTRVVTNYNSAHDQNSNLLIEYFRNEFGEIQGDKSEMIWNFHCWVESWMTRPDLQPGYEGWQALDPTPQEKSEGTYCCGPVPVRAIKEGDLSTKYDAPFVFAEVNADVVDWIQQDDGSVHKSINRSLIVGLKISTKSVGRDEREDITHTYKYPEGSSEEREAFTRANHLNKLAEKEETGMAMRIRVGQSMNMGSDFDVFAHITNNTA.... The drug is O=C1Nc2cccc(Br)c2/C1=C\C(=O)c1cccnc1. (2) The small molecule is CCNC(=O)c1cc(C(CC(=O)O)c2ccc(C)c(CN3C[C@@H](C)Oc4ccccc4S3(=O)=O)c2)ccc1C(=O)O. The target protein sequence is APKVGRLIYTAGGYFRQSLSYLEAYNPSDGTWLRLADLQVPRSGLAGCVVGGLLYAVGGRNNSPDGNTDSSALDCYNPMTNQWSPCAPMSVPRNRIGVGVIDGHIYAVGGSHGCIHHNSVERYEPERDEWHLVAPMLTRRIGVGVAVLNRLLYAVGGFDGTNRLNSAECYYPERNEWRMITAMNTIRSGAGVCVLHNCIYAAGGYDGQDQLNSVERYDVETETWTFVAPMKHRRSALGITVHQGRIYVLGGYDGHTFLDSVECYDPDTDTWSEVTRMTSGRSGVGVAVT. The pIC50 is 6.3.